Dataset: Full USPTO retrosynthesis dataset with 1.9M reactions from patents (1976-2016). Task: Predict the reactants needed to synthesize the given product. (1) Given the product [NH2:27][CH:18]1[C:17]2[CH:16]=[N:15][CH:14]=[C:13]([N:7]3[C:8]([CH3:12])([CH3:11])[C:9]4[C:5](=[CH:4][CH:3]=[C:2]([Cl:1])[CH:10]=4)[C:6]3=[O:24])[C:22]=2[CH2:21][CH2:20][CH2:19]1, predict the reactants needed to synthesize it. The reactants are: [Cl:1][C:2]1[CH:10]=[C:9]2[C:5]([C:6](=[O:24])[N:7]([C:13]3[C:22]4[CH2:21][CH2:20][CH2:19][C:18](=O)[C:17]=4[CH:16]=[N:15][CH:14]=3)[C:8]2([CH3:12])[CH3:11])=[CH:4][CH:3]=1.[BH3-]C#[N:27].[Na+].CC([O-])=O.[NH4+]. (2) Given the product [C:25]([C:28]1[CH:36]=[CH:35][CH:34]=[CH:33][C:29]=1[C:30]([NH:1][C:2]1[CH:7]=[CH:6][C:5]([N:8]2[C:14](=[O:15])[CH2:13][C:12](=[O:16])[NH:11][C:10]3[C:17]4[C:22]([CH:23]=[CH:24][C:9]2=3)=[CH:21][CH:20]=[CH:19][CH:18]=4)=[CH:4][CH:3]=1)=[O:31])(=[O:27])[CH3:26], predict the reactants needed to synthesize it. The reactants are: [NH2:1][C:2]1[CH:7]=[CH:6][C:5]([N:8]2[C:14](=[O:15])[CH2:13][C:12](=[O:16])[NH:11][C:10]3[C:17]4[C:22]([CH:23]=[CH:24][C:9]2=3)=[CH:21][CH:20]=[CH:19][CH:18]=4)=[CH:4][CH:3]=1.[C:25]([C:28]1[CH:36]=[CH:35][CH:34]=[CH:33][C:29]=1[C:30](Cl)=[O:31])(=[O:27])[CH3:26].CC1C(C)=CC=CC=1C(NC1C=CC(N2C(=O)CC(=O)NC3C4C(C=CC2=3)=CC=CC=4)=CC=1OC)=O. (3) The reactants are: O1[CH:5]=[CH:4][CH:3]=[CH:2]1.[C:6]12[CH2:12][C:9](=[CH:10][CH:11]=1)[C:8]1C=CC=C[C:7]2=1. Given the product [CH:2]1[C:3]2[C:4](=[CH:5][C:8]3[C:9]([CH:2]=2)=[CH:10][C:11]2[C:6](=[CH:12][C:11]4[C:6]([CH:12]=2)=[CH:7][CH:8]=[CH:9][CH:10]=4)[CH:7]=3)[CH:5]=[CH:4][CH:3]=1, predict the reactants needed to synthesize it. (4) Given the product [CH:1]1([S:4]([N:7]2[CH2:8][CH2:9][N:10]([C:13]3[CH:14]=[CH:15][C:16]([N:19]4[C:28]5[C:23](=[CH:24][CH:25]=[CH:26][CH:27]=5)[NH:22][CH2:21][CH2:20]4)=[N:17][CH:18]=3)[CH2:11][CH2:12]2)(=[O:6])=[O:5])[CH2:3][CH2:2]1, predict the reactants needed to synthesize it. The reactants are: [CH:1]1([S:4]([N:7]2[CH2:12][CH2:11][N:10]([C:13]3[CH:14]=[CH:15][C:16]([N:19]4[C:28]5[C:23](=[CH:24][CH:25]=[CH:26][CH:27]=5)[N:22](C(O)=O)[CH2:21][CH2:20]4)=[N:17][CH:18]=3)[CH2:9][CH2:8]2)(=[O:6])=[O:5])[CH2:3][CH2:2]1.Cl.C([O-])(O)=O.[Na+]. (5) Given the product [Br:1][C:2]1[C:7]([CH3:8])=[CH:6][C:5]([C:10](=[O:12])[CH3:11])=[C:4]([OH:9])[CH:3]=1, predict the reactants needed to synthesize it. The reactants are: [Br:1][C:2]1[CH:3]=[C:4]([OH:9])[CH:5]=[CH:6][C:7]=1[CH3:8].[C:10](Cl)(=[O:12])[CH3:11].[Cl-].[Al+3].[Cl-].[Cl-].